Dataset: Forward reaction prediction with 1.9M reactions from USPTO patents (1976-2016). Task: Predict the product of the given reaction. Given the reactants [Cl:1][C:2]1[CH:3]=[C:4]2[CH:28]=[N:27][NH:26][C:5]2=[C:6]2[C:11]=1[N:10]=[C:9]([C:12]1[N:13]([C:18]3[C:23]([Cl:24])=[CH:22][CH:21]=[CH:20][N:19]=3)[N:14]=[C:15]([Cl:17])[CH:16]=1)[O:8][C:7]2=[O:25].Cl.[C:30]1([NH2:36])([CH:33]2[CH2:35][CH2:34]2)[CH2:32][CH2:31]1.C(N(CC)CC)C, predict the reaction product. The product is: [C:30]1([NH:36][C:7]([C:6]2[C:11]([NH:10][C:9]([C:12]3[N:13]([C:18]4[C:23]([Cl:24])=[CH:22][CH:21]=[CH:20][N:19]=4)[N:14]=[C:15]([Cl:17])[CH:16]=3)=[O:8])=[C:2]([Cl:1])[CH:3]=[C:4]3[C:5]=2[NH:26][N:27]=[CH:28]3)=[O:25])([CH:33]2[CH2:35][CH2:34]2)[CH2:32][CH2:31]1.